Predict the product of the given reaction. From a dataset of Forward reaction prediction with 1.9M reactions from USPTO patents (1976-2016). (1) Given the reactants [CH3:1][N:2]([CH3:10])[C:3]1[CH:4]=[C:5]([CH3:9])[CH:6]=[CH:7][CH:8]=1.[CH3:11][I:12], predict the reaction product. The product is: [I-:12].[CH3:1][N+:2]([CH3:11])([CH3:10])[C:3]1[CH:4]=[C:5]([CH3:9])[CH:6]=[CH:7][CH:8]=1. (2) Given the reactants [BH4-].[Na+].[Cl:3][C:4]1[CH:9]=[CH:8][C:7]([C:10]([CH:12]2[CH2:14][C:13]2([F:16])[F:15])=[O:11])=[CH:6][CH:5]=1.[Cl-].[NH4+].C(OCC)C, predict the reaction product. The product is: [Cl:3][C:4]1[CH:5]=[CH:6][C:7]([CH:10]([CH:12]2[CH2:14][C:13]2([F:15])[F:16])[OH:11])=[CH:8][CH:9]=1. (3) Given the reactants [C:1]([O:9][CH2:10][C@@:11]1([CH3:26])[CH:17]=[CH:16][CH2:15][CH:14]([O:18]CC2C=CC=CC=2)[CH2:13][O:12]1)(=[O:8])[C:2]1[CH:7]=[CH:6][CH:5]=[CH:4][CH:3]=1, predict the reaction product. The product is: [C:1]([O:9][CH2:10][C@@:11]1([CH3:26])[CH2:17][CH2:16][CH2:15][CH:14]([OH:18])[CH2:13][O:12]1)(=[O:8])[C:2]1[CH:7]=[CH:6][CH:5]=[CH:4][CH:3]=1. (4) Given the reactants [F:1][C:2]1[C:7]([F:8])=[C:6]([F:9])[CH:5]=[CH:4][C:3]=1[Br:10].[Li+].CC([N-]C(C)C)C.[Li]CCCC.[C:24](=[O:26])=[O:25], predict the reaction product. The product is: [Br:10][C:3]1[C:2]([F:1])=[C:7]([F:8])[C:6]([F:9])=[C:5]([CH:4]=1)[C:24]([OH:26])=[O:25]. (5) The product is: [OH:5][C:6]1[C:7]2[C:8](=[O:10])[O:9][C:17]([CH3:19])([CH3:16])[O:15][C:11]=2[CH:12]=[CH:13][CH:14]=1. Given the reactants S(Cl)(Cl)=O.[OH:5][C:6]1[CH:14]=[CH:13][CH:12]=[C:11]([OH:15])[C:7]=1[C:8]([OH:10])=[O:9].[CH3:16][C:17]([CH3:19])=O, predict the reaction product.